From a dataset of Forward reaction prediction with 1.9M reactions from USPTO patents (1976-2016). Predict the product of the given reaction. (1) Given the reactants [OH:1][C:2]1[C:10]([OH:11])=[C:9]([O:12][CH3:13])[CH:8]=[CH:7][C:3]=1[C:4]([OH:6])=[O:5].[CH3:14][O:15][C:16]1[CH2:21][CH2:20][O:19][CH2:18][CH:17]=1, predict the reaction product. The product is: [OH:1][C:2]1[C:10]([OH:11])=[C:9]([O:12][CH3:13])[CH:8]=[CH:7][C:3]=1[C:4]([OH:6])=[O:5].[CH3:13][O:12][C:9]1[C:14]2[O:15][C:16]3([O:1][C:2]=2[C:3]([C:4]([OH:6])=[O:5])=[CH:7][CH:8]=1)[CH2:21][CH2:20][O:19][CH2:18][CH2:17]3. (2) Given the reactants F[C:2]1[C:3]([N+:20]([O-:22])=[O:21])=[CH:4][C:5]([O:18][CH3:19])=[C:6]([CH:17]=1)[O:7][CH2:8][CH2:9][O:10][CH:11]1[CH2:16][CH2:15][CH2:14][CH2:13][O:12]1.[NH2:23][C:24]1[S:25][C:26]([C:36]([NH2:38])=[O:37])=[C:27]([C:29]2[CH:34]=[CH:33][CH:32]=[C:31]([Cl:35])[CH:30]=2)[N:28]=1.C(=O)([O-])[O-].[Cs+].[Cs+].[Cl-].[NH4+], predict the reaction product. The product is: [Cl:35][C:31]1[CH:30]=[C:29]([C:27]2[N:28]=[C:24]([NH:23][C:2]3[CH:17]=[C:6]([O:7][CH2:8][CH2:9][O:10][CH:11]4[CH2:16][CH2:15][CH2:14][CH2:13][O:12]4)[C:5]([O:18][CH3:19])=[CH:4][C:3]=3[N+:20]([O-:22])=[O:21])[S:25][C:26]=2[C:36]([NH2:38])=[O:37])[CH:34]=[CH:33][CH:32]=1. (3) Given the reactants [Br:1]N1C(=O)CCC1=O.CN(C)C=O.[Cl:14][C:15]1[N:20]=[N:19][C:18]([O:21][C:22]2[C:27]([CH3:28])=[CH:26][CH:25]=[CH:24][C:23]=2[CH:29]2[CH2:31][CH2:30]2)=[C:17]([OH:32])[CH:16]=1.Cl, predict the reaction product. The product is: [Br:1][C:16]1[C:17]([OH:32])=[C:18]([O:21][C:22]2[C:27]([CH3:28])=[CH:26][CH:25]=[CH:24][C:23]=2[CH:29]2[CH2:31][CH2:30]2)[N:19]=[N:20][C:15]=1[Cl:14]. (4) Given the reactants [C:1]([C:3]1[C:12]2[C:7](=[CH:8][CH:9]=[CH:10][CH:11]=2)[C:6](F)=[CH:5][CH:4]=1)#[N:2].[CH3:14][CH:15]1[CH2:20][CH2:19][CH2:18][CH2:17][NH:16]1.C1CCN2C(=NCCC2)CC1, predict the reaction product. The product is: [CH3:14][CH:15]1[CH2:20][CH2:19][CH2:18][CH2:17][N:16]1[C:6]1[C:7]2[C:12](=[CH:11][CH:10]=[CH:9][CH:8]=2)[C:3]([C:1]#[N:2])=[CH:4][CH:5]=1. (5) Given the reactants [OH:1][CH2:2][C:3]1([C:6]#[N:7])[CH2:5][CH2:4]1.[CH3:8][S:9](Cl)(=[O:11])=[O:10].C(N(CC)CC)C, predict the reaction product. The product is: [CH3:8][S:9]([O:1][CH2:2][C:3]1([C:6]#[N:7])[CH2:5][CH2:4]1)(=[O:11])=[O:10].